This data is from Peptide-MHC class I binding affinity with 185,985 pairs from IEDB/IMGT. The task is: Regression. Given a peptide amino acid sequence and an MHC pseudo amino acid sequence, predict their binding affinity value. This is MHC class I binding data. (1) The peptide sequence is WQGPSAAAY. The MHC is HLA-B35:01 with pseudo-sequence HLA-B35:01. The binding affinity (normalized) is 0.744. (2) The peptide sequence is LSHCWPWFK. The binding affinity (normalized) is 0.0847. The MHC is HLA-B51:01 with pseudo-sequence HLA-B51:01. (3) The peptide sequence is KAYKIISLK. The MHC is HLA-A69:01 with pseudo-sequence HLA-A69:01. The binding affinity (normalized) is 0.0847. (4) The peptide sequence is KVSAQNISFK. The MHC is HLA-A03:01 with pseudo-sequence HLA-A03:01. The binding affinity (normalized) is 0.212. (5) The peptide sequence is TALLLACAV. The MHC is H-2-Kb with pseudo-sequence H-2-Kb. The binding affinity (normalized) is 0.276. (6) The peptide sequence is HLGGFVHAC. The MHC is HLA-A01:01 with pseudo-sequence HLA-A01:01. The binding affinity (normalized) is 0.0847. (7) The peptide sequence is THAPTHSDY. The MHC is Mamu-A20102 with pseudo-sequence Mamu-A20102. The binding affinity (normalized) is 0.836. (8) The peptide sequence is ALAKAAAAI. The MHC is HLA-A02:05 with pseudo-sequence HLA-A02:05. The binding affinity (normalized) is 0.616.